This data is from Catalyst prediction with 721,799 reactions and 888 catalyst types from USPTO. The task is: Predict which catalyst facilitates the given reaction. (1) Reactant: [C:1]([CH:4]1[CH2:8][N:7]([C:9]2[CH:10]=[N:11][N:12]3[CH2:17][C@H:16]([CH3:18])[N:15]([C:19]([O:21][C:22]([CH3:25])([CH3:24])[CH3:23])=[O:20])[CH2:14][C:13]=23)[C:6](=[O:26])[CH2:5]1)(=O)[NH2:2].N1C=CC=CC=1.FC(F)(F)C(OC(=O)C(F)(F)F)=O. Product: [C:1]([CH:4]1[CH2:8][N:7]([C:9]2[CH:10]=[N:11][N:12]3[CH2:17][C@H:16]([CH3:18])[N:15]([C:19]([O:21][C:22]([CH3:25])([CH3:24])[CH3:23])=[O:20])[CH2:14][C:13]=23)[C:6](=[O:26])[CH2:5]1)#[N:2]. The catalyst class is: 7. (2) Reactant: C(O[BH-]([O:10][C:11](=[O:13])[CH3:12])OC(=O)C)(=O)C.C[N+:15]([CH3:18])(C)C.C(OC(=O)CN[CH2:25][C:26]1[CH:31]=[CH:30][CH:29]=[CH:28][CH:27]=1)C.C(=O)[CH2:34][CH3:35].[C:37](O)(=O)[CH3:38]. Product: [CH2:25]([CH2:37][CH2:38][CH2:18][NH:15][CH2:12][C:11]([O:10][CH2:34][CH3:35])=[O:13])[C:26]1[CH:27]=[CH:28][CH:29]=[CH:30][CH:31]=1. The catalyst class is: 2. (3) Reactant: [CH3:1][C:2]1[C:3]([CH2:14][S:15]([C:17]2[NH:21][C:20]3[CH:22]=[CH:23][CH:24]=[CH:25][C:19]=3[N:18]=2)=[O:16])=[N:4][CH:5]=[CH:6][C:7]=1[O:8][CH2:9][C:10]([F:13])([F:12])[F:11].[H-].[Na+].[N+:28]([C:31]1[CH:32]=[C:33]([S:37]([CH2:40][CH2:41][O:42][C:43](=[O:66])[CH2:44][CH2:45][CH2:46][CH2:47][CH2:48][NH:49][C:50](=[O:65])[CH2:51][O:52][C:53]2[CH:58]=[C:57]([CH3:59])[C:56]([S:60](Cl)(=[O:62])=[O:61])=[C:55]([CH3:64])[CH:54]=2)(=[O:39])=[O:38])[CH:34]=[CH:35][CH:36]=1)([O-:30])=[O:29].O. Product: [N+:28]([C:31]1[CH:32]=[C:33]([S:37]([CH2:40][CH2:41][O:42][C:43](=[O:66])[CH2:44][CH2:45][CH2:46][CH2:47][CH2:48][NH:49][C:50](=[O:65])[CH2:51][O:52][C:53]2[CH:54]=[C:55]([CH3:64])[C:56]([S:60]([N:21]3[C:20]4[CH:22]=[CH:23][CH:24]=[CH:25][C:19]=4[N:18]=[C:17]3[S:15]([CH2:14][C:3]3[C:2]([CH3:1])=[C:7]([O:8][CH2:9][C:10]([F:13])([F:11])[F:12])[CH:6]=[CH:5][N:4]=3)=[O:16])(=[O:62])=[O:61])=[C:57]([CH3:59])[CH:58]=2)(=[O:38])=[O:39])[CH:34]=[CH:35][CH:36]=1)([O-:30])=[O:29]. The catalyst class is: 2.